Dataset: Reaction yield outcomes from USPTO patents with 853,638 reactions. Task: Predict the reaction yield, written as a fraction of the theoretical maximum amount of product (1.0 means a 100% yield; for example, 0.34 means a 34% yield). (1) The reactants are C(O[C:4]([C:6]1[S:7][C:8]([C:19]2[CH:24]=[CH:23][C:22]([O:25][CH3:26])=[CH:21][CH:20]=2)=[C:9]([C:11]2[CH:16]=[CH:15][C:14]([O:17][CH3:18])=[CH:13][CH:12]=2)[N:10]=1)=[O:5])C.[CH:27]1([NH2:33])[CH2:32][CH2:31][CH2:30][CH2:29][CH2:28]1. No catalyst specified. The product is [CH:27]1([NH:33][C:4]([C:6]2[S:7][C:8]([C:19]3[CH:20]=[CH:21][C:22]([O:25][CH3:26])=[CH:23][CH:24]=3)=[C:9]([C:11]3[CH:16]=[CH:15][C:14]([O:17][CH3:18])=[CH:13][CH:12]=3)[N:10]=2)=[O:5])[CH2:32][CH2:31][CH2:30][CH2:29][CH2:28]1. The yield is 0.810. (2) The reactants are [Cl:1][C:2]1[CH:7]=[CH:6][C:5]([C:8]2[C:12]([CH2:13][CH2:14][C:15](OC)=[O:16])=[CH:11][O:10][N:9]=2)=[CH:4][C:3]=1[F:19].[H-].C([Al+]CC(C)C)C(C)C.Cl. The catalyst is O1CCCC1. The product is [Cl:1][C:2]1[CH:7]=[CH:6][C:5]([C:8]2[C:12]([CH2:13][CH2:14][CH2:15][OH:16])=[CH:11][O:10][N:9]=2)=[CH:4][C:3]=1[F:19]. The yield is 0.920. (3) The reactants are [CH2:1]([O:8][C:9]1[CH:10]=[C:11](B(O)O)[CH:12]=[CH:13][C:14]=1[C:15]([F:18])([F:17])[F:16])[C:2]1[CH:7]=[CH:6][CH:5]=[CH:4][CH:3]=1.Br[C:23]1[N:28]=[C:27]([C:29]([O:31][CH3:32])=[O:30])[CH:26]=[CH:25][C:24]=1[OH:33]. No catalyst specified. The product is [CH2:1]([O:8][C:9]1[CH:10]=[C:11]([C:23]2[N:28]=[C:27]([C:29]([O:31][CH3:32])=[O:30])[CH:26]=[CH:25][C:24]=2[OH:33])[CH:12]=[CH:13][C:14]=1[C:15]([F:18])([F:17])[F:16])[C:2]1[CH:7]=[CH:6][CH:5]=[CH:4][CH:3]=1. The yield is 0.650. (4) The reactants are [Cl:1][C:2]1[CH:7]=[CH:6][C:5]([OH:8])=[C:4]([O:9][C:10]2[CH:15]=[CH:14][C:13]([F:16])=[CH:12][CH:11]=2)[CH:3]=1.[CH2:17]([O:19][C:20](=[O:41])[CH2:21][CH2:22][C:23]1[CH:28]=[CH:27][C:26]([O:29][CH2:30][CH2:31][CH:32](OS(C)(=O)=O)[CH3:33])=[CH:25][C:24]=1[CH2:39][CH3:40])[CH3:18]. No catalyst specified. The product is [CH2:17]([O:19][C:20](=[O:41])[CH2:21][CH2:22][C:23]1[CH:28]=[CH:27][C:26]([O:29][CH2:30][CH2:31][C@@H:32]([O:8][C:5]2[CH:6]=[CH:7][C:2]([Cl:1])=[CH:3][C:4]=2[O:9][C:10]2[CH:15]=[CH:14][C:13]([F:16])=[CH:12][CH:11]=2)[CH3:33])=[CH:25][C:24]=1[CH2:39][CH3:40])[CH3:18]. The yield is 0.630. (5) The yield is 0.667. The catalyst is C1C=CC(/C=C/C(/C=C/C2C=CC=CC=2)=O)=CC=1.C1C=CC(/C=C/C(/C=C/C2C=CC=CC=2)=O)=CC=1.C1C=CC(/C=C/C(/C=C/C2C=CC=CC=2)=O)=CC=1.[Pd].[Pd]. The product is [CH:20]([N:23]1[C:28]2=[N:29][C:30]([C:2]3[C:3]([CH3:19])=[N:4][C:5]([C:8]4[N:12]([CH:42]5[CH2:41][CH2:40][CH2:39][CH2:38][O:70]5)[CH:11]=[N:10][N:9]=4)=[CH:6][CH:7]=3)=[CH:31][N:32]=[C:27]2[NH:26][CH2:25][C:24]1=[O:37])([CH3:22])[CH3:21]. The reactants are Br[C:2]1[C:3]([CH3:19])=[N:4][C:5]([C:8]2[N:12]=[CH:11][N:10](C3CCCCO3)[N:9]=2)=[CH:6][CH:7]=1.[CH:20]([N:23]1[C:28]2=[N:29][C:30]([Sn](C)(C)C)=[CH:31][N:32]=[C:27]2[NH:26][CH2:25][C:24]1=[O:37])([CH3:22])[CH3:21].[C:38]1(C)C=[CH:42][CH:41]=[CH:40][C:39]=1P([C:40]1[CH:41]=[CH:42]C=[CH:38][C:39]=1C)[C:40]1[CH:41]=[CH:42]C=[CH:38][C:39]=1C.C(N(CC)CC)C.CN(C)C=[O:70]. (6) The reactants are [CH3:1][C:2]([S:5]([NH:7][C:8]([C:24]1[CH:29]=[CH:28][C:27]([O:30][CH2:31][CH2:32][CH2:33][C:34]([F:37])([F:36])[F:35])=[CH:26][CH:25]=1)([C:13]([F:23])([F:22])[C:14](=[O:21])[N:15]1[CH2:20][CH2:19][CH2:18][CH2:17][CH2:16]1)[C:9]([F:12])([F:11])[F:10])=[O:6])([CH3:4])[CH3:3].[H-].[Na+].[CH:40]1[CH:45]=[CH:44][C:43]([CH2:46]Br)=[CH:42][CH:41]=1. The catalyst is CN(C=O)C.CCOC(C)=O. The product is [CH2:46]([N:7]([C:8]([C:24]1[CH:29]=[CH:28][C:27]([O:30][CH2:31][CH2:32][CH2:33][C:34]([F:37])([F:35])[F:36])=[CH:26][CH:25]=1)([C:13]([F:22])([F:23])[C:14](=[O:21])[N:15]1[CH2:20][CH2:19][CH2:18][CH2:17][CH2:16]1)[C:9]([F:10])([F:11])[F:12])[S:5]([C:2]([CH3:1])([CH3:3])[CH3:4])=[O:6])[C:43]1[CH:44]=[CH:45][CH:40]=[CH:41][CH:42]=1. The yield is 0.440.